Dataset: Full USPTO retrosynthesis dataset with 1.9M reactions from patents (1976-2016). Task: Predict the reactants needed to synthesize the given product. The reactants are: [CH:1]([C:3]1[CH:8]=[CH:7][C:6]([NH:9][C:10]([C:12]2[CH:13]=[C:14]([CH2:18][NH:19][C:20]([CH2:22][CH2:23][N:24]3[CH2:29][CH2:28][CH:27]([O:30][C:31](=[O:45])[NH:32][C:33]4[CH:38]=[CH:37][CH:36]=[CH:35][C:34]=4[C:39]4[CH:44]=[CH:43][CH:42]=[CH:41][CH:40]=4)[CH2:26][CH2:25]3)=[O:21])[CH:15]=[CH:16][CH:17]=2)=[O:11])=[CH:5][CH:4]=1)=O.C(O)(=O)C.[NH2:50][CH2:51][C@@H:52]([C:61]1[CH:70]=[CH:69][C:68]([OH:71])=[C:67]2[C:62]=1[CH:63]=[CH:64][C:65](=[O:72])[NH:66]2)[O:53][Si:54]([C:57]([CH3:60])([CH3:59])[CH3:58])([CH3:56])[CH3:55].C(O[BH-](OC(=O)C)OC(=O)C)(=O)C.[Na+].C(=O)(O)[O-].[Na+]. Given the product [Si:54]([O:53][C@H:52]([C:61]1[CH:70]=[CH:69][C:68]([OH:71])=[C:67]2[C:62]=1[CH:63]=[CH:64][C:65](=[O:72])[NH:66]2)[CH2:51][NH:50][CH2:1][C:3]1[CH:4]=[CH:5][C:6]([NH:9][C:10]([C:12]2[CH:13]=[C:14]([CH2:18][NH:19][C:20]([CH2:22][CH2:23][N:24]3[CH2:29][CH2:28][CH:27]([O:30][C:31](=[O:45])[NH:32][C:33]4[CH:38]=[CH:37][CH:36]=[CH:35][C:34]=4[C:39]4[CH:44]=[CH:43][CH:42]=[CH:41][CH:40]=4)[CH2:26][CH2:25]3)=[O:21])[CH:15]=[CH:16][CH:17]=2)=[O:11])=[CH:7][CH:8]=1)([C:57]([CH3:60])([CH3:59])[CH3:58])([CH3:56])[CH3:55], predict the reactants needed to synthesize it.